This data is from Full USPTO retrosynthesis dataset with 1.9M reactions from patents (1976-2016). The task is: Predict the reactants needed to synthesize the given product. (1) Given the product [CH2:26]([N:28]1[CH2:29][CH2:30][N:31]([CH2:34][C:35]2[CH:43]=[CH:42][C:38]([C:39]([NH:2][CH:3]3[CH:8]4[CH:4]3[O:5][C:6]3[C:12]([CH3:13])=[CH:11][C:10]([O:14][C:15]5[C:16]6[CH2:17][CH2:18][C:19](=[O:25])[NH:20][C:21]=6[N:22]=[CH:23][CH:24]=5)=[CH:9][C:7]=34)=[O:40])=[CH:37][C:36]=2[C:44]([F:47])([F:45])[F:46])[CH2:32][CH2:33]1)[CH3:27], predict the reactants needed to synthesize it. The reactants are: Cl.[NH2:2][CH:3]1[CH:8]2[CH:4]1[O:5][C:6]1[C:12]([CH3:13])=[CH:11][C:10]([O:14][C:15]3[CH:24]=[CH:23][N:22]=[C:21]4[C:16]=3[CH2:17][CH2:18][C:19](=[O:25])[NH:20]4)=[CH:9][C:7]=12.[CH2:26]([N:28]1[CH2:33][CH2:32][N:31]([CH2:34][C:35]2[CH:43]=[CH:42][C:38]([C:39](O)=[O:40])=[CH:37][C:36]=2[C:44]([F:47])([F:46])[F:45])[CH2:30][CH2:29]1)[CH3:27].CN(C(ON1N=NC2C=CC=NC1=2)=[N+](C)C)C.F[P-](F)(F)(F)(F)F.CCN(C(C)C)C(C)C. (2) The reactants are: [CH3:1][O:2][CH2:3][C:4]1[CH:9]=[CH:8][C:7]([C:10]([F:13])([F:12])[F:11])=[CH:6][C:5]=1[N+:14]([O-])=O.[H][H]. Given the product [CH3:1][O:2][CH2:3][C:4]1[CH:9]=[CH:8][C:7]([C:10]([F:11])([F:12])[F:13])=[CH:6][C:5]=1[NH2:14], predict the reactants needed to synthesize it. (3) Given the product [Br:1][C:2]1[C:3]([N:25]2[CH2:29][CH2:28][C@@H:27]([OH:30])[CH2:26]2)=[N:4][CH:5]=[C:6]([CH:23]=1)[C:7]([NH:9][C:10]1[CH:15]=[CH:14][C:13]([C:16]([F:22])([F:21])[C:17]([F:20])([F:19])[F:18])=[CH:12][CH:11]=1)=[O:8], predict the reactants needed to synthesize it. The reactants are: [Br:1][C:2]1[C:3](Cl)=[N:4][CH:5]=[C:6]([CH:23]=1)[C:7]([NH:9][C:10]1[CH:15]=[CH:14][C:13]([C:16]([F:22])([F:21])[C:17]([F:20])([F:19])[F:18])=[CH:12][CH:11]=1)=[O:8].[NH:25]1[CH2:29][CH2:28][C@@H:27]([OH:30])[CH2:26]1. (4) Given the product [C:9]([O:8][C:6]([NH:5][C@@H:4]([C:3]([OH:18])=[O:2])[CH2:13][C:14]([CH3:17])([CH3:16])[CH3:15])=[O:7])([CH3:12])([CH3:10])[CH3:11], predict the reactants needed to synthesize it. The reactants are: C[O:2][C:3](=[O:18])[C@@H:4]([CH2:13][C:14]([CH3:17])([CH3:16])[CH3:15])[NH:5][C:6]([O:8][C:9]([CH3:12])([CH3:11])[CH3:10])=[O:7].O.[OH-].[Li+].Cl.[Cl-].[Na+].